Dataset: NCI-60 drug combinations with 297,098 pairs across 59 cell lines. Task: Regression. Given two drug SMILES strings and cell line genomic features, predict the synergy score measuring deviation from expected non-interaction effect. (1) Drug 1: CC(CN1CC(=O)NC(=O)C1)N2CC(=O)NC(=O)C2. Drug 2: CC1CCC2CC(C(=CC=CC=CC(CC(C(=O)C(C(C(=CC(C(=O)CC(OC(=O)C3CCCCN3C(=O)C(=O)C1(O2)O)C(C)CC4CCC(C(C4)OC)O)C)C)O)OC)C)C)C)OC. Cell line: NCI-H322M. Synergy scores: CSS=14.0, Synergy_ZIP=-5.99, Synergy_Bliss=-4.56, Synergy_Loewe=-47.4, Synergy_HSA=-2.84. (2) Drug 1: CC12CCC(CC1=CCC3C2CCC4(C3CC=C4C5=CN=CC=C5)C)O. Drug 2: C1=C(C(=O)NC(=O)N1)N(CCCl)CCCl. Cell line: M14. Synergy scores: CSS=28.4, Synergy_ZIP=-2.15, Synergy_Bliss=-1.84, Synergy_Loewe=-3.57, Synergy_HSA=-3.03. (3) Drug 1: CCCCCOC(=O)NC1=NC(=O)N(C=C1F)C2C(C(C(O2)C)O)O. Drug 2: C1=CC=C(C(=C1)C(C2=CC=C(C=C2)Cl)C(Cl)Cl)Cl. Cell line: HT29. Synergy scores: CSS=11.7, Synergy_ZIP=17.8, Synergy_Bliss=21.7, Synergy_Loewe=5.80, Synergy_HSA=7.52.